This data is from Forward reaction prediction with 1.9M reactions from USPTO patents (1976-2016). The task is: Predict the product of the given reaction. (1) The product is: [C:4]([C:5]1[CH:6]=[CH:7][C:8]([C:11]([O:13][CH3:14])=[O:12])=[N:9][CH:10]=1)#[CH:3]. Given the reactants C[Si](C)(C)[C:3]#[C:4][C:5]1[CH:6]=[CH:7][C:8]([C:11]([O:13][CH3:14])=[O:12])=[N:9][CH:10]=1.C(=O)([O-])[O-].[K+].[K+], predict the reaction product. (2) Given the reactants [NH2:1][CH2:2][CH2:3][NH:4][C:5]1[N:10]=[C:9]([C:11]2[CH:16]=[CH:15][C:14]([C:17]#[N:18])=[CH:13][CH:12]=2)[C:8]([C:19]2[NH:20][CH:21]=[CH:22][N:23]=2)=[CH:7][N:6]=1.[N+:24]([C:27]1[CH:28]=[C:29]([CH:33]=[CH:34][CH:35]=1)[C:30](O)=[O:31])([O-:26])=[O:25].Cl.CN(C)CCCN=C=NCC, predict the reaction product. The product is: [C:17]([C:14]1[CH:15]=[CH:16][C:11]([C:9]2[C:8]([C:19]3[NH:23][CH:22]=[CH:21][N:20]=3)=[CH:7][N:6]=[C:5]([NH:4][CH2:3][CH2:2][NH:1][C:30]([C:29]3[CH:33]=[CH:34][CH:35]=[C:27]([N+:24]([O-:26])=[O:25])[CH:28]=3)=[O:31])[N:10]=2)=[CH:12][CH:13]=1)#[N:18].